Dataset: Reaction yield outcomes from USPTO patents with 853,638 reactions. Task: Predict the reaction yield, written as a fraction of the theoretical maximum amount of product (1.0 means a 100% yield; for example, 0.34 means a 34% yield). (1) The reactants are [Br:1][C:2]1[CH:3]=[N:4][C:5]2[N:6]([N:8]=[C:9]([C:11]([OH:13])=O)[CH:10]=2)[CH:7]=1.CN(C(ON1N=NC2C=CC=CC1=2)=[N+](C)C)C.[B-](F)(F)(F)F.C(N(CC)CC)C.[C:43]1([C:49]2[CH2:50][CH2:51][NH:52][CH2:53][CH:54]=2)[CH:48]=[CH:47][CH:46]=[CH:45][CH:44]=1. The catalyst is CC#N.O. The product is [Br:1][C:2]1[CH:3]=[N:4][C:5]2[N:6]([N:8]=[C:9]([C:11]([N:52]3[CH2:51][CH:50]=[C:49]([C:43]4[CH:48]=[CH:47][CH:46]=[CH:45][CH:44]=4)[CH2:54][CH2:53]3)=[O:13])[CH:10]=2)[CH:7]=1. The yield is 0.480. (2) The reactants are C([O:3][C:4]([C:6]1[CH:11]=[CH:10][C:9]([Cl:12])=[CH:8][C:7]=1[S:13][C@H:14]1[CH2:23][CH2:22][C@@H:21]2[C@H:16]([CH2:17][C@@H:18]([C:28]([O:30]CC)=[O:29])[N:19](C(OC)=O)[CH2:20]2)[CH2:15]1)=[O:5])C.Cl. No catalyst specified. The product is [ClH:12].[C:4]([C:6]1[CH:11]=[CH:10][C:9]([Cl:12])=[CH:8][C:7]=1[S:13][C@H:14]1[CH2:23][CH2:22][C@@H:21]2[C@H:16]([CH2:17][C@@H:18]([C:28]([OH:30])=[O:29])[NH:19][CH2:20]2)[CH2:15]1)([OH:5])=[O:3]. The yield is 0.680. (3) The reactants are [CH2:1]([N:6]1[C:14]2[C:9](=[CH:10][CH:11]=[CH:12][CH:13]=2)[C:8](=[O:15])[C:7]1=[O:16])[CH2:2][CH2:3][CH2:4][CH3:5].[CH2:17]1[O:25][C:24]2[C:19](=[CH:20][CH:21]=[C-:22][CH:23]=2)[O:18]1.[Mg+2].[Br-]. The catalyst is C1COCC1. The product is [O:18]1[C:19]2[CH:20]=[CH:21][C:22]([C:8]3([OH:15])[C:9]4[C:14](=[CH:13][CH:12]=[CH:11][CH:10]=4)[N:6]([CH2:1][CH2:2][CH2:3][CH2:4][CH3:5])[C:7]3=[O:16])=[CH:23][C:24]=2[O:25][CH2:17]1. The yield is 0.710. (4) The reactants are [Cl:1][C:2]1[CH:7]=[C:6]2[NH:8][C:9](=[O:32])[C:10]3([CH:15]([C:16]4[CH:21]=[CH:20][CH:19]=[C:18]([Cl:22])[CH:17]=4)[CH2:14][C:13](=O)[NH:12][CH:11]3[C:24]3[CH:29]=[C:28]([F:30])[CH:27]=[CH:26][C:25]=3[CH3:31])[C:5]2=[CH:4][CH:3]=1.COC1C=CC(P2(=S)SP(=S)(C3C=CC(OC)=CC=3)[S:42]2)=CC=1. The catalyst is C1(C)C=CC=CC=1. The product is [Cl:1][C:2]1[CH:7]=[C:6]2[NH:8][C:9](=[O:32])[C:10]3([CH:15]([C:16]4[CH:21]=[CH:20][CH:19]=[C:18]([Cl:22])[CH:17]=4)[CH2:14][C:13](=[S:42])[NH:12][CH:11]3[C:24]3[CH:29]=[C:28]([F:30])[CH:27]=[CH:26][C:25]=3[CH3:31])[C:5]2=[CH:4][CH:3]=1. The yield is 0.920. (5) The product is [OH:1][CH:2]([CH2:4][N:5]1[CH:9]=[C:8]([C:10]2[CH:15]=[N:14][CH:13]=[CH:12][N:11]=2)[C:7]([C:16]2[CH:21]=[CH:20][C:19]([C:22]([F:24])([F:25])[F:23])=[CH:18][CH:17]=2)=[N:6]1)[CH2:3][N:26]1[CH2:27][CH2:28][CH:29]([N:32]2[C:37]3[CH:38]=[CH:39][CH:40]=[CH:41][C:36]=3[O:35][CH2:34][C:33]2=[O:42])[CH2:30][CH2:31]1. The catalyst is CCO. The yield is 0.210. The reactants are [O:1]1[CH2:3][CH:2]1[CH2:4][N:5]1[CH:9]=[C:8]([C:10]2[CH:15]=[N:14][CH:13]=[CH:12][N:11]=2)[C:7]([C:16]2[CH:21]=[CH:20][C:19]([C:22]([F:25])([F:24])[F:23])=[CH:18][CH:17]=2)=[N:6]1.[NH:26]1[CH2:31][CH2:30][CH:29]([N:32]2[C:37]3[CH:38]=[CH:39][CH:40]=[CH:41][C:36]=3[O:35][CH2:34][C:33]2=[O:42])[CH2:28][CH2:27]1.C(N(CC)CC)C. (6) The reactants are [NH2:1][C:2]1[N:7]=[CH:6][N:5]=[C:4]2[N:8]([CH2:12][C:13]3[N:14]([CH:25]([CH3:27])[CH3:26])[C:15](=[O:24])[C:16]4[C:21]([CH:22]=3)=[CH:20][CH:19]=[CH:18][C:17]=4[CH3:23])[N:9]=[C:10](I)[C:3]=12.CC1(C)C(C)(C)OB([C:36]2[CH:37]=[C:38]([OH:42])[CH:39]=[CH:40][CH:41]=2)O1.C1C=CC(P(C2C=CC=CC=2)C2C=CC=CC=2)=CC=1.C([O-])([O-])=O.[Na+].[Na+]. The catalyst is CN(C=O)C.C(O)C.O.CC([O-])=O.CC([O-])=O.[Pd+2]. The product is [NH2:1][C:2]1[N:7]=[CH:6][N:5]=[C:4]2[N:8]([CH2:12][C:13]3[N:14]([CH:25]([CH3:27])[CH3:26])[C:15](=[O:24])[C:16]4[C:21]([CH:22]=3)=[CH:20][CH:19]=[CH:18][C:17]=4[CH3:23])[N:9]=[C:10]([C:36]3[CH:41]=[CH:40][CH:39]=[C:38]([OH:42])[CH:37]=3)[C:3]=12. The yield is 0.610. (7) The reactants are [CH3:1][O:2][C:3](=[O:16])[C:4]1[CH:9]=[C:8]([C:10]#[CH:11])[C:7]([CH:12]([CH3:14])[CH3:13])=[CH:6][C:5]=1[NH2:15].[N:17]1[CH:22]=[CH:21]N=N[N:18]=1. The catalyst is ClCCCl. The product is [CH3:1][O:2][C:3](=[O:16])[C:4]1[CH:9]=[C:8]([C:10]2[CH:21]=[CH:22][N:17]=[N:18][CH:11]=2)[C:7]([CH:12]([CH3:14])[CH3:13])=[CH:6][C:5]=1[NH2:15]. The yield is 0.260.